This data is from Full USPTO retrosynthesis dataset with 1.9M reactions from patents (1976-2016). The task is: Predict the reactants needed to synthesize the given product. (1) Given the product [CH2:27]([O:34][C:35]1[CH:44]=[C:43]2[C:38]([C:39]([O:26][C:23]3[CH:22]=[CH:21][C:20]([NH:19][C:12]4[C:13]5[C:18](=[CH:17][CH:16]=[CH:15][CH:14]=5)[C:9]([C:6]5[CH:5]=[CH:4][C:3]([Cl:2])=[CH:8][CH:7]=5)=[N:10][N:11]=4)=[CH:25][CH:24]=3)=[CH:40][CH:41]=[N:42]2)=[N:37][CH:36]=1)[C:28]1[CH:29]=[CH:30][CH:31]=[CH:32][CH:33]=1, predict the reactants needed to synthesize it. The reactants are: Cl.[Cl:2][C:3]1[CH:8]=[CH:7][C:6]([C:9]2[C:18]3[C:13](=[CH:14][CH:15]=[CH:16][CH:17]=3)[C:12]([NH:19][C:20]3[CH:25]=[CH:24][C:23]([OH:26])=[CH:22][CH:21]=3)=[N:11][N:10]=2)=[CH:5][CH:4]=1.[CH2:27]([O:34][C:35]1[CH:36]=[N:37][C:38]2[C:43]([CH:44]=1)=[N:42][CH:41]=[CH:40][C:39]=2Cl)[C:28]1[CH:33]=[CH:32][CH:31]=[CH:30][CH:29]=1.C(=O)([O-])[O-].[Cs+].[Cs+].CS(C)=O. (2) Given the product [N:1]1([S:7]([O:10][C:11]2[CH:16]=[CH:15][CH:14]=[C:13]([C:17]3([C:25]4[CH:30]=[CH:29][CH:28]=[C:27]([Br:31])[CH:26]=4)[C:21](=[O:22])[N:20]([CH3:23])[C:19]([NH2:32])=[N:18]3)[CH:12]=2)(=[O:9])=[O:8])[CH2:6][CH2:5][O:4][CH2:3][CH2:2]1, predict the reactants needed to synthesize it. The reactants are: [N:1]1([S:7]([O:10][C:11]2[CH:16]=[CH:15][CH:14]=[C:13]([C:17]3([C:25]4[CH:30]=[CH:29][CH:28]=[C:27]([Br:31])[CH:26]=4)[C:21](=[O:22])[N:20]([CH3:23])[C:19](=S)[NH:18]3)[CH:12]=2)(=[O:9])=[O:8])[CH2:6][CH2:5][O:4][CH2:3][CH2:2]1.[NH3:32].C(OO)(C)(C)C. (3) Given the product [CH2:13]([C:17]1[N:18]=[C:19]([CH:45]2[CH2:46][CH2:47]2)[N:20]([C:39]2[CH:44]=[CH:43][CH:42]=[CH:41][CH:40]=2)[C:21](=[O:38])[C:22]=1[CH2:23][C:24]1[CH:29]=[CH:28][C:27]([C:30]2[CH:35]=[CH:34][CH:33]=[CH:32][C:31]=2[C:36]2[NH:3][C:4](=[O:7])[O:5][N:37]=2)=[CH:26][CH:25]=1)[CH2:14][CH2:15][CH3:16], predict the reactants needed to synthesize it. The reactants are: [Cl-].O[NH3+:3].[C:4](=[O:7])([O-])[OH:5].[Na+].CS(C)=O.[CH2:13]([C:17]1[N:18]=[C:19]([CH:45]2[CH2:47][CH2:46]2)[N:20]([C:39]2[CH:44]=[CH:43][CH:42]=[CH:41][CH:40]=2)[C:21](=[O:38])[C:22]=1[CH2:23][C:24]1[CH:29]=[CH:28][C:27]([C:30]2[C:31]([C:36]#[N:37])=[CH:32][CH:33]=[CH:34][CH:35]=2)=[CH:26][CH:25]=1)[CH2:14][CH2:15][CH3:16]. (4) Given the product [F:73][C:71]1[CH:70]=[C:67]([CH:66]=[C:65]([N:12]2[CH2:13][CH2:14][N:9]3[N:8]=[C:7]([C:2]4[CH:3]=[CH:4][CH:5]=[CH:6][N:1]=4)[N:15]=[C:10]3[CH2:11]2)[CH:72]=1)[C:68]#[N:69], predict the reactants needed to synthesize it. The reactants are: [N:1]1[CH:6]=[CH:5][CH:4]=[CH:3][C:2]=1[C:7]1[N:15]=[C:10]2[CH2:11][NH:12][CH2:13][CH2:14][N:9]2[N:8]=1.CC1(C)C2C(=C(P(C3C=CC=CC=3)C3C=CC=CC=3)C=CC=2)OC2C(P(C3C=CC=CC=3)C3C=CC=CC=3)=CC=CC1=2.C([O-])([O-])=O.[Cs+].[Cs+].Br[C:65]1[CH:66]=[C:67]([CH:70]=[C:71]([F:73])[CH:72]=1)[C:68]#[N:69]. (5) Given the product [Br:10][CH2:11][CH2:12][CH2:13][CH2:14][CH2:15][CH2:16][CH2:17][CH2:18][CH2:19][CH2:20][O:21][C:22](=[O:26])[C:23]([CH3:25])=[CH2:24], predict the reactants needed to synthesize it. The reactants are: N1C(C)=CC(C)=CC=1C.[Br:10][CH2:11][CH2:12][CH2:13][CH2:14][CH2:15][CH2:16][CH2:17][CH2:18][CH2:19][CH2:20][OH:21].[C:22](Cl)(=[O:26])[C:23]([CH3:25])=[CH2:24]. (6) Given the product [CH2:1]([N:3]1[CH2:8][CH2:7][N:6]([C:9]2[C:18]3[C:13](=[CH:14][CH:15]=[CH:16][CH:17]=3)[CH:12]=[C:11]([C:19]3[CH:24]=[CH:23][C:22]([C:25](=[O:37])[NH:26][CH2:27][CH2:28][OH:29])=[CH:21][CH:20]=3)[N:10]=2)[CH2:5][CH2:4]1)[CH3:2], predict the reactants needed to synthesize it. The reactants are: [CH2:1]([N:3]1[CH2:8][CH2:7][N:6]([C:9]2[C:18]3[C:13](=[CH:14][CH:15]=[CH:16][CH:17]=3)[CH:12]=[C:11]([C:19]3[CH:24]=[CH:23][C:22]([C:25](=[O:37])[NH:26][CH2:27][CH2:28][O:29]CC4C=CC=CC=4)=[CH:21][CH:20]=3)[N:10]=2)[CH2:5][CH2:4]1)[CH3:2].Cl. (7) Given the product [C:21]([C:17]1[C:16]([Cl:20])=[N:15][C:14]([Cl:13])=[CH:19][N:18]=1)([OH:23])=[O:22], predict the reactants needed to synthesize it. The reactants are: C(NC(C)C)(C)C.C([Li])CCC.[Cl:13][C:14]1[CH:19]=[N:18][CH:17]=[C:16]([Cl:20])[N:15]=1.[C:21](=[O:23])=[O:22]. (8) Given the product [C:33]([O:32][C:30](=[O:31])[CH2:29][N:8]1[C:9]2[C:5](=[CH:4][CH:3]=[C:2]([Cl:1])[C:10]=2[F:11])[C:6]([S:15][C:16]2[C:17]([F:27])=[C:18]([CH:24]=[CH:25][CH:26]=2)[C:19]([O:21][CH2:22][CH3:23])=[O:20])=[C:7]1[CH:12]1[CH2:13][CH2:14]1)([CH3:36])([CH3:35])[CH3:34], predict the reactants needed to synthesize it. The reactants are: [Cl:1][C:2]1[C:10]([F:11])=[C:9]2[C:5]([C:6]([S:15][C:16]3[C:17]([F:27])=[C:18]([CH:24]=[CH:25][CH:26]=3)[C:19]([O:21][CH2:22][CH3:23])=[O:20])=[C:7]([CH:12]3[CH2:14][CH2:13]3)[NH:8]2)=[CH:4][CH:3]=1.Br[CH2:29][C:30]([O:32][C:33]([CH3:36])([CH3:35])[CH3:34])=[O:31].C([O-])([O-])=O.[Cs+].[Cs+]. (9) Given the product [F:12][C:7]1[CH:6]=[C:5]([C@H:3]2[CH2:2][O:4]2)[CH:10]=[CH:9][C:8]=1[F:11], predict the reactants needed to synthesize it. The reactants are: Cl[CH2:2][C@H:3]([C:5]1[CH:10]=[CH:9][C:8]([F:11])=[C:7]([F:12])[CH:6]=1)[OH:4].C1(C)C=CC=CC=1.[OH-].[Na+].